This data is from TCR-epitope binding with 47,182 pairs between 192 epitopes and 23,139 TCRs. The task is: Binary Classification. Given a T-cell receptor sequence (or CDR3 region) and an epitope sequence, predict whether binding occurs between them. (1) The epitope is FLPRVFSAV. The TCR CDR3 sequence is CASSSQGGAGETQYF. Result: 1 (the TCR binds to the epitope). (2) The epitope is KRWIIMGLNK. Result: 1 (the TCR binds to the epitope). The TCR CDR3 sequence is CSVRAGLNNEQFF. (3) The epitope is ELAGIGILTV. The TCR CDR3 sequence is CASSLGLDTDTQYF. Result: 1 (the TCR binds to the epitope). (4) The epitope is FLPRVFSAV. The TCR CDR3 sequence is CASGPSAQETQYF. Result: 0 (the TCR does not bind to the epitope). (5) The epitope is FVDGVPFVV. The TCR CDR3 sequence is CASSPWTGWGELFF. Result: 1 (the TCR binds to the epitope). (6) The epitope is DPFRLLQNSQVFS. The TCR CDR3 sequence is CASSDGTGGGQPQHF. Result: 1 (the TCR binds to the epitope). (7) The TCR CDR3 sequence is CASSPEGRKNEAFF. The epitope is TPGPGVRYPL. Result: 1 (the TCR binds to the epitope). (8) The epitope is AVFDRKSDAK. The TCR CDR3 sequence is CSVPGGMNTEAFF. Result: 1 (the TCR binds to the epitope). (9) The epitope is YIFFASFYY. The TCR CDR3 sequence is CASSQTGQLDEQYF. Result: 0 (the TCR does not bind to the epitope). (10) The epitope is LLQTGIHVRVSQPSL. The TCR CDR3 sequence is CASSSIRGNEQFF. Result: 1 (the TCR binds to the epitope).